Dataset: Catalyst prediction with 721,799 reactions and 888 catalyst types from USPTO. Task: Predict which catalyst facilitates the given reaction. (1) Reactant: [CH3:1][N:2]1[C:6]([Cl:7])=[C:5]([C:8]([OH:21])=[C:9]([C:12]2[S:13][CH:14]=[C:15]([C:17]([CH3:20])([CH3:19])[CH3:18])[N:16]=2)[C:10]#[N:11])[C:4]([C:22]([F:25])([F:24])[F:23])=[N:3]1.C(N(CC)CC)C.[C:33](Cl)(=[O:38])[C:34]([CH3:37])([CH3:36])[CH3:35]. Product: [CH3:1][N:2]1[C:6]([Cl:7])=[C:5]([C:8]([O:21][C:33](=[O:38])[C:34]([CH3:37])([CH3:36])[CH3:35])=[C:9]([C:12]2[S:13][CH:14]=[C:15]([C:17]([CH3:20])([CH3:19])[CH3:18])[N:16]=2)[C:10]#[N:11])[C:4]([C:22]([F:25])([F:23])[F:24])=[N:3]1. The catalyst class is: 1. (2) Reactant: [F:1][C:2]([F:18])([F:17])[S:3][C:4]1[CH:9]=[CH:8][C:7]([C:10]2[CH:15]=[CH:14][C:13]([NH2:16])=[CH:12][CH:11]=2)=[CH:6][CH:5]=1.ClC1C=C(C=CC=1)C(OO)=[O:24]. Product: [F:18][C:2]([F:17])([F:1])[S:3]([C:4]1[CH:5]=[CH:6][C:7]([C:10]2[CH:15]=[CH:14][C:13]([NH2:16])=[CH:12][CH:11]=2)=[CH:8][CH:9]=1)=[O:24]. The catalyst class is: 4. (3) Reactant: C([Li])CCC.[NH:6]1[CH2:11][CH2:10][CH2:9][CH2:8][C:7]1=[O:12].Cl[C:14]([O:16][CH2:17][C:18]1[CH:23]=[CH:22][CH:21]=[CH:20][CH:19]=1)=[O:15].O. Product: [O:12]=[C:7]1[CH2:8][CH2:9][CH2:10][CH2:11][N:6]1[C:14]([O:16][CH2:17][C:18]1[CH:23]=[CH:22][CH:21]=[CH:20][CH:19]=1)=[O:15]. The catalyst class is: 1. (4) Reactant: [Cl:1][C:2]1[CH:16]=[CH:15][C:5]([C:6]([C:8]2[CH:13]=[CH:12][C:11]([OH:14])=[CH:10][CH:9]=2)=[O:7])=[CH:4][CH:3]=1.[O:17]1[CH:22]=[CH:21][CH2:20][CH2:19][CH2:18]1.C1(C)C=CC(S(O)(=O)=O)=CC=1.[OH-].[Na+]. Product: [Cl:1][C:2]1[CH:16]=[CH:15][C:5]([C:6]([C:8]2[CH:13]=[CH:12][C:11]([O:14][CH:18]3[CH2:19][CH2:20][CH2:21][CH2:22][O:17]3)=[CH:10][CH:9]=2)=[O:7])=[CH:4][CH:3]=1. The catalyst class is: 4. (5) Reactant: [F:1][C:2]1[CH:3]=[C:4]([C:10](=[O:16])[CH2:11][CH2:12][C:13](=[O:15])[CH3:14])[CH:5]=[CH:6][C:7]=1SC.O[O:18][S:19]([O-:21])=O.[K+].[CH3:23]O. Product: [F:1][C:2]1[CH:3]=[C:4]([C:10](=[O:16])[CH2:11][CH2:12][C:13](=[O:15])[CH3:14])[CH:5]=[CH:6][C:7]=1[S:19]([CH3:23])(=[O:21])=[O:18]. The catalyst class is: 6.